Dataset: NCI-60 drug combinations with 297,098 pairs across 59 cell lines. Task: Regression. Given two drug SMILES strings and cell line genomic features, predict the synergy score measuring deviation from expected non-interaction effect. Cell line: SK-MEL-28. Drug 1: C1=NC2=C(N=C(N=C2N1C3C(C(C(O3)CO)O)O)F)N. Synergy scores: CSS=4.03, Synergy_ZIP=-2.25, Synergy_Bliss=0.367, Synergy_Loewe=-3.01, Synergy_HSA=-2.45. Drug 2: CCC(=C(C1=CC=CC=C1)C2=CC=C(C=C2)OCCN(C)C)C3=CC=CC=C3.C(C(=O)O)C(CC(=O)O)(C(=O)O)O.